Task: Regression/Classification. Given a drug SMILES string, predict its toxicity properties. Task type varies by dataset: regression for continuous values (e.g., LD50, hERG inhibition percentage) or binary classification for toxic/non-toxic outcomes (e.g., AMES mutagenicity, cardiotoxicity, hepatotoxicity). Dataset: herg_karim.. Dataset: hERG potassium channel inhibition data for cardiac toxicity prediction from Karim et al. (1) The molecule is COc1c(C(C)(C)C)cc(C(=O)NC[C@@H]2CCN(C(=O)CCCCC(c3ccc(F)cc3)c3ccc(F)cc3)C2)cc1C(C)(C)C. The result is 1 (blocker). (2) The compound is NC1(C(=O)NC(CO)c2ccc(Cl)cc2)CCCN(c2ncnc3[nH]ccc23)C1. The result is 0 (non-blocker). (3) The drug is c1ccccc1. The result is 0 (non-blocker). (4) The result is 0 (non-blocker). The compound is NC1=NC2(CO1)c1cc(-c3cccnc3F)ccc1OCC21CC1. (5) The result is 1 (blocker). The compound is c1cnc2c(N3CCN(CCc4ccc(OCCCN5CCCCCC5)cc4)CC3)cccc2c1. (6) The result is 1 (blocker). The molecule is Cc1ncoc1-c1nnc(SCCCN2CC[C@@]3(C[C@H]3c3ccc(F)cc3)C2)n1C. (7) The drug is CCn1cc([C@@]2(c3nnc(O)o3)N[C@@H](c3nc(-c4ccc(F)cn4)c[nH]3)Cc3c2[nH]c2ccccc32)cn1. The result is 0 (non-blocker).